Dataset: Full USPTO retrosynthesis dataset with 1.9M reactions from patents (1976-2016). Task: Predict the reactants needed to synthesize the given product. (1) Given the product [CH2:1]([O:5][C:6]1[C:11]([CH2:12][N:14]2[CH2:15][CH2:16][C:17]3([CH2:22][CH2:21][N:20]([C:23]([O:25][C:26]([CH3:29])([CH3:28])[CH3:27])=[O:24])[CH2:19][CH2:18]3)[CH2:30][CH2:31]2)=[CH:10][CH:9]=[CH:8][N:7]=1)[CH:2]([CH3:4])[CH3:3], predict the reactants needed to synthesize it. The reactants are: [CH2:1]([O:5][C:6]1[C:11]([C:12]([N:14]2[CH2:31][CH2:30][C:17]3([CH2:22][CH2:21][N:20]([C:23]([O:25][C:26]([CH3:29])([CH3:28])[CH3:27])=[O:24])[CH2:19][CH2:18]3)[CH2:16][CH2:15]2)=O)=[CH:10][CH:9]=[CH:8][N:7]=1)[CH:2]([CH3:4])[CH3:3].[H-].[Al+3].[Li+].[H-].[H-].[H-]. (2) Given the product [Br:41][C:39]1[CH:38]=[C:33]([CH:32]=[C:31]([NH:30][C:1](=[O:4])[CH2:2][CH3:3])[CH:40]=1)[C:34]([O:36][CH3:37])=[O:35], predict the reactants needed to synthesize it. The reactants are: [C:1](O)(=[O:4])[CH2:2][CH3:3].CN(C(ON1N=NC2C=CC=NC1=2)=[N+](C)C)C.F[P-](F)(F)(F)(F)F.[NH2:30][C:31]1[CH:32]=[C:33]([CH:38]=[C:39]([Br:41])[CH:40]=1)[C:34]([O:36][CH3:37])=[O:35]. (3) Given the product [CH2:7]([NH:9][CH2:5][CH2:4][C:3]([NH:2][CH3:1])=[O:6])[CH3:8], predict the reactants needed to synthesize it. The reactants are: [CH3:1][NH:2][C:3](=[O:6])[CH:4]=[CH2:5].[CH2:7]([NH2:9])[CH3:8]. (4) Given the product [CH3:2][CH:1]([N:4]1[CH2:12][C:11]2[C:10]([NH:13][CH2:14][C:15]3[CH:16]=[N:17][C:18]4[C:23]([CH:24]=3)=[CH:22][CH:21]=[CH:20][CH:19]=4)=[N:9][C:8]([N:25]3[CH2:26][CH2:27][N:28]([S:33]([CH3:32])(=[O:35])=[O:34])[CH2:29][CH2:30]3)=[N:7][C:6]=2[C:5]1=[O:31])[CH3:3], predict the reactants needed to synthesize it. The reactants are: [CH:1]([N:4]1[CH2:12][C:11]2[C:10]([NH:13][CH2:14][C:15]3[CH:16]=[N:17][C:18]4[C:23]([CH:24]=3)=[CH:22][CH:21]=[CH:20][CH:19]=4)=[N:9][C:8]([N:25]3[CH2:30][CH2:29][NH:28][CH2:27][CH2:26]3)=[N:7][C:6]=2[C:5]1=[O:31])([CH3:3])[CH3:2].[CH3:32][S:33](Cl)(=[O:35])=[O:34]. (5) The reactants are: Cl.[CH3:2][O:3][C:4]1[CH:5]=[C:6]([C:12]2[C@@H:21]3[C@@H:16]([CH2:17][CH2:18][CH2:19][CH2:20]3)[C:15](=[O:22])[N:14]([CH:23]3[CH2:28][CH2:27][NH:26][CH2:25][CH2:24]3)[N:13]=2)[CH:7]=[CH:8][C:9]=1[O:10][CH3:11].[C:29]([O:33][C:34]([NH:36][C@H:37]([C:45](O)=[O:46])[CH2:38][CH:39]1[CH2:44][CH2:43][CH2:42][CH2:41][CH2:40]1)=[O:35])([CH3:32])([CH3:31])[CH3:30].CCOC(C(C#N)=NOC(N1CCOCC1)=[N+](C)C)=O.F[P-](F)(F)(F)(F)F.CCN(C(C)C)C(C)C. Given the product [CH:39]1([CH2:38][C@H:37]([NH:36][C:34](=[O:35])[O:33][C:29]([CH3:31])([CH3:30])[CH3:32])[C:45]([N:26]2[CH2:25][CH2:24][CH:23]([N:14]3[N:13]=[C:12]([C:6]4[CH:7]=[CH:8][C:9]([O:10][CH3:11])=[C:4]([O:3][CH3:2])[CH:5]=4)[C@@H:21]4[C@@H:16]([CH2:17][CH2:18][CH2:19][CH2:20]4)[C:15]3=[O:22])[CH2:28][CH2:27]2)=[O:46])[CH2:40][CH2:41][CH2:42][CH2:43][CH2:44]1, predict the reactants needed to synthesize it. (6) The reactants are: [C:1]([C:3]1[CH:4]=[C:5]([C:13]2[S:17][C:16]([C:18]3[CH:26]=[CH:25][CH:24]=[C:23]4[C:19]=3[CH2:20][CH2:21][C@H:22]4[NH:27][S:28]([CH2:31][C:32]([OH:34])=O)(=[O:30])=[O:29])=[N:15][N:14]=2)[CH:6]=[CH:7][C:8]=1[O:9][CH:10]([CH3:12])[CH3:11])#[N:2].[CH3:35][N:36](C(ON1N=NC2C=CC=NC1=2)=[N+](C)C)[CH3:37].F[P-](F)(F)(F)(F)F.CCN(C(C)C)C(C)C.CNC. Given the product [C:1]([C:3]1[CH:4]=[C:5]([C:13]2[S:17][C:16]([C:18]3[CH:26]=[CH:25][CH:24]=[C:23]4[C:19]=3[CH2:20][CH2:21][C@H:22]4[NH:27][S:28]([CH2:31][C:32]([N:36]([CH3:37])[CH3:35])=[O:34])(=[O:29])=[O:30])=[N:15][N:14]=2)[CH:6]=[CH:7][C:8]=1[O:9][CH:10]([CH3:11])[CH3:12])#[N:2], predict the reactants needed to synthesize it. (7) Given the product [CH:1]([O:4][C:5]([N:7]1[CH2:12][CH2:11][CH:10]([O:13][C:14]2[C:19]([Br:21])=[CH:18][N:17]=[C:16]([N:34]3[C:35]4[C:31](=[CH:30][C:29]([S:26]([CH3:25])(=[O:28])=[O:27])=[CH:37][CH:36]=4)[CH2:32][CH2:33]3)[CH:15]=2)[CH2:9][CH2:8]1)=[O:6])([CH3:3])[CH3:2].[CH:1]([O:4][C:5]([N:7]1[CH2:8][CH2:9][CH:10]([O:13][C:14]2[C:19]([Br:21])=[C:18]([N:34]3[C:35]4[C:31](=[CH:30][C:29]([S:26]([CH3:25])(=[O:28])=[O:27])=[CH:37][CH:36]=4)[CH2:32][CH2:33]3)[CH:39]=[CH:38][N:40]=2)[CH2:11][CH2:12]1)=[O:6])([CH3:2])[CH3:3], predict the reactants needed to synthesize it. The reactants are: [CH:1]([O:4][C:5]([N:7]1[CH2:12][CH2:11][CH:10]([O:13][C:14]2[CH:19]=[CH:18][N:17]=[C:16](Cl)[CH:15]=2)[CH2:9][CH2:8]1)=[O:6])([CH3:3])[CH3:2].[Br:21]Br.[H-].[Na+].[CH3:25][S:26]([C:29]1[CH:30]=[C:31]2[C:35](=[CH:36][CH:37]=1)[NH:34][CH2:33][CH2:32]2)(=[O:28])=[O:27].[C:38](#[N:40])[CH3:39]. (8) Given the product [CH:1]1([N:4]([CH:18]2[CH2:23][CH2:22][N:21]([C:25]3[N:30]=[CH:29][CH:28]=[CH:27][N:26]=3)[CH2:20][CH2:19]2)[C:5](=[O:17])[C:6]2[CH:7]=[CH:8][C:9]([C:12]3[O:16][CH:15]=[N:14][CH:13]=3)=[CH:10][CH:11]=2)[CH2:3][CH2:2]1, predict the reactants needed to synthesize it. The reactants are: [CH:1]1([N:4]([CH:18]2[CH2:23][CH2:22][NH:21][CH2:20][CH2:19]2)[C:5](=[O:17])[C:6]2[CH:11]=[CH:10][C:9]([C:12]3[O:16][CH:15]=[N:14][CH:13]=3)=[CH:8][CH:7]=2)[CH2:3][CH2:2]1.Cl[C:25]1[N:30]=[CH:29][CH:28]=[CH:27][N:26]=1. (9) Given the product [OH:1][C:2]1[CH:3]=[C:4]2[C:9](=[CH:10][CH:11]=1)[C:8]([O:12][C:13]1[CH:18]=[CH:17][C:16]([CH2:19][CH2:20][C:21]([OH:23])=[O:22])=[CH:15][CH:14]=1)=[C:7]([C:24]1[CH:29]=[CH:28][CH:27]=[C:26]([OH:30])[CH:25]=1)[C:6]([CH3:31])=[CH:5]2, predict the reactants needed to synthesize it. The reactants are: [OH:1][C:2]1[CH:3]=[C:4]2[C:9](=[CH:10][CH:11]=1)[C:8]([O:12][C:13]1[CH:18]=[CH:17][C:16](/[CH:19]=[CH:20]/[C:21]([OH:23])=[O:22])=[CH:15][CH:14]=1)=[C:7]([C:24]1[CH:29]=[CH:28][CH:27]=[C:26]([OH:30])[CH:25]=1)[C:6]([CH3:31])=[CH:5]2. (10) Given the product [CH:1]([N:14]1[CH2:17][C:16]([O:18][S:21]([CH3:20])(=[O:23])=[O:22])([CH3:19])[CH2:15]1)([C:8]1[CH:13]=[CH:12][CH:11]=[CH:10][CH:9]=1)[C:2]1[CH:3]=[CH:4][CH:5]=[CH:6][CH:7]=1, predict the reactants needed to synthesize it. The reactants are: [CH:1]([N:14]1[CH2:17][C:16]([CH3:19])([OH:18])[CH2:15]1)([C:8]1[CH:13]=[CH:12][CH:11]=[CH:10][CH:9]=1)[C:2]1[CH:7]=[CH:6][CH:5]=[CH:4][CH:3]=1.[CH3:20][S:21](Cl)(=[O:23])=[O:22].